This data is from Forward reaction prediction with 1.9M reactions from USPTO patents (1976-2016). The task is: Predict the product of the given reaction. (1) The product is: [Cl:8][C:9]1[CH:10]=[CH:11][C:12]([O:41][CH3:42])=[C:13]([C:15]2[C:19]([NH:20][C:21]([C:23]3[CH:24]=[N:25][N:26]4[CH:31]=[CH:30][CH:29]=[N:28][C:27]=34)=[O:22])=[CH:18][N:17]([CH:32]([CH3:40])[C:33]([OH:35])=[O:34])[N:16]=2)[CH:14]=1. Given the reactants FC(F)(F)C(O)=O.[Cl:8][C:9]1[CH:10]=[CH:11][C:12]([O:41][CH3:42])=[C:13]([C:15]2[C:19]([NH:20][C:21]([C:23]3[CH:24]=[N:25][N:26]4[CH:31]=[CH:30][CH:29]=[N:28][C:27]=34)=[O:22])=[CH:18][N:17]([CH:32]([CH3:40])[C:33]([O:35]C(C)(C)C)=[O:34])[N:16]=2)[CH:14]=1, predict the reaction product. (2) Given the reactants Cl[C:2]1[N:7]=[C:6]([Cl:8])[C:5]([C:9]([F:12])([F:11])[F:10])=[CH:4][N:3]=1.N#N.[NH2:15][C:16]1[CH:21]=[CH:20][C:19]([CH:22]2[CH2:27][CH2:26][N:25]([C:28]([O:30][C:31]([CH3:34])([CH3:33])[CH3:32])=[O:29])[CH2:24][CH2:23]2)=[CH:18][CH:17]=1.CCN(CC)CC, predict the reaction product. The product is: [Cl:8][C:6]1[C:5]([C:9]([F:12])([F:11])[F:10])=[CH:4][N:3]=[C:2]([NH:15][C:16]2[CH:21]=[CH:20][C:19]([CH:22]3[CH2:23][CH2:24][N:25]([C:28]([O:30][C:31]([CH3:34])([CH3:33])[CH3:32])=[O:29])[CH2:26][CH2:27]3)=[CH:18][CH:17]=2)[N:7]=1. (3) Given the reactants [C:1]([O:5][C:6]([NH:8][C@H:9]1[CH2:14][CH2:13][CH2:12][N:11]([C:15]2[CH:20]=[CH:19][N:18]=[CH:17][C:16]=2[NH:21][C:22]([C:24]2[C:33]([NH:34][C:35](=[O:44])[O:36][CH2:37][C:38]3[CH:43]=[CH:42][CH:41]=[CH:40][CH:39]=3)=[CH:32][C:31]3[C:26](=[CH:27][C:28]([CH:45]=[O:46])=[CH:29][CH:30]=3)[N:25]=2)=[O:23])[CH2:10]1)=[O:7])([CH3:4])([CH3:3])[CH3:2].[CH2:47]1COCC1, predict the reaction product. The product is: [CH2:37]([O:36][C:35](=[O:44])[NH:34][C:33]1[C:24]([C:22]([NH:21][C:16]2[CH:17]=[N:18][CH:19]=[CH:20][C:15]=2[N:11]2[CH2:12][CH2:13][CH2:14][C@H:9]([NH:8][C:6]([O:5][C:1]([CH3:4])([CH3:2])[CH3:3])=[O:7])[CH2:10]2)=[O:23])=[N:25][C:26]2[C:31]([CH:32]=1)=[CH:30][CH:29]=[C:28]([CH:45]([OH:46])[CH3:47])[CH:27]=2)[C:38]1[CH:39]=[CH:40][CH:41]=[CH:42][CH:43]=1. (4) Given the reactants C([O:3][C:4]([CH:6]1[N:11]([C:12]2[CH:17]=[CH:16][CH:15]=[CH:14][CH:13]=2)[C:10](=[O:18])[CH2:9][CH2:8][N:7]1[S:19]([C:22]1[CH:27]=[CH:26][C:25]([O:28][CH3:29])=[C:24]([O:30][CH3:31])[CH:23]=1)(=[O:21])=[O:20])=[O:5])C.O.[OH-].[Li+].C(O)(=O)CC(CC(O)=O)(C(O)=O)O, predict the reaction product. The product is: [CH3:31][O:30][C:24]1[CH:23]=[C:22]([S:19]([N:7]2[CH2:8][CH2:9][C:10](=[O:18])[N:11]([C:12]3[CH:13]=[CH:14][CH:15]=[CH:16][CH:17]=3)[CH:6]2[C:4]([OH:5])=[O:3])(=[O:21])=[O:20])[CH:27]=[CH:26][C:25]=1[O:28][CH3:29]. (5) Given the reactants [C:1]([C:3]1[CH:8]=[CH:7][N:6]=[C:5]([NH:9][NH:10]/[CH:11]=[CH:12]/[C:13]([O:15]CC)=O)[CH:4]=1)#[N:2].CC([O-])(C)C.[K+].Cl, predict the reaction product. The product is: [OH:15][C:13]1[N:9]([C:5]2[CH:4]=[C:3]([C:1]#[N:2])[CH:8]=[CH:7][N:6]=2)[N:10]=[CH:11][CH:12]=1. (6) Given the reactants [CH3:1][C:2]1[CH:3]=[C:4]2[C:8](=[CH:9][CH:10]=1)[NH:7][C:6](=[O:11])[C:5]2=[O:12].[C:13]1(B(O)O)[CH:18]=[CH:17][CH:16]=[CH:15][CH:14]=1.C(N(CC)CC)C.N1C=CC=CC=1, predict the reaction product. The product is: [CH3:1][C:2]1[CH:3]=[C:4]2[C:8](=[CH:9][CH:10]=1)[N:7]([C:13]1[CH:18]=[CH:17][CH:16]=[CH:15][CH:14]=1)[C:6](=[O:11])[C:5]2=[O:12]. (7) The product is: [C:1]([O:5][C:6]([N:8]1[CH2:12][C@H:11]([CH2:13][C:14]2[CH:19]=[CH:18][CH:17]=[CH:16][CH:15]=2)[C@@H:10]([CH2:20][N:21]([CH2:29][C:30]2[CH:35]=[CH:34][CH:33]=[CH:32][C:31]=2[NH:36][C:37](=[O:39])[CH3:38])[C:22]2[CH:27]=[CH:26][C:25]([Cl:28])=[CH:24][CH:23]=2)[CH2:9]1)=[O:7])([CH3:4])([CH3:2])[CH3:3]. Given the reactants [C:1]([O:5][C:6]([N:8]1[CH2:12][C@H:11]([CH2:13][C:14]2[CH:19]=[CH:18][CH:17]=[CH:16][CH:15]=2)[C@@H:10]([CH2:20][N:21]([CH2:29][C:30]2[CH:35]=[CH:34][CH:33]=[CH:32][C:31]=2[NH2:36])[C:22]2[CH:27]=[CH:26][C:25]([Cl:28])=[CH:24][CH:23]=2)[CH2:9]1)=[O:7])([CH3:4])([CH3:3])[CH3:2].[C:37](OC(=O)C)(=[O:39])[CH3:38], predict the reaction product.